Dataset: Peptide-MHC class I binding affinity with 185,985 pairs from IEDB/IMGT. Task: Regression. Given a peptide amino acid sequence and an MHC pseudo amino acid sequence, predict their binding affinity value. This is MHC class I binding data. (1) The peptide sequence is IVKQGRDAL. The MHC is HLA-B15:09 with pseudo-sequence HLA-B15:09. The binding affinity (normalized) is 0.0847. (2) The peptide sequence is TLALEVARQK. The MHC is HLA-A33:01 with pseudo-sequence HLA-A33:01. The binding affinity (normalized) is 0.0624. (3) The peptide sequence is PMQQLTQPL. The MHC is HLA-B46:01 with pseudo-sequence HLA-B46:01. The binding affinity (normalized) is 0.0847.